This data is from NCI-60 drug combinations with 297,098 pairs across 59 cell lines. The task is: Regression. Given two drug SMILES strings and cell line genomic features, predict the synergy score measuring deviation from expected non-interaction effect. Drug 1: CNC(=O)C1=NC=CC(=C1)OC2=CC=C(C=C2)NC(=O)NC3=CC(=C(C=C3)Cl)C(F)(F)F. Drug 2: CC1=C(C(=O)C2=C(C1=O)N3CC4C(C3(C2COC(=O)N)OC)N4)N. Cell line: HOP-62. Synergy scores: CSS=56.7, Synergy_ZIP=4.22, Synergy_Bliss=5.92, Synergy_Loewe=0.240, Synergy_HSA=9.74.